From a dataset of Forward reaction prediction with 1.9M reactions from USPTO patents (1976-2016). Predict the product of the given reaction. (1) Given the reactants [CH3:1][O:2][C:3]1[CH:11]=[CH:10][C:6]([CH:7]=[N:8][OH:9])=[C:5]([CH3:12])[CH:4]=1.N1C=CC=CC=1.ClN1C(=O)CCC1=O.[O:27]1[CH:31]=[CH:30][CH:29]=[C:28]1[CH2:32][N:33]([CH2:37][C:38]1[CH:43]=[CH:42][C:41]([S:44][C:45]([CH3:54])([CH3:53])[C:46]([O:48][C:49]([CH3:52])([CH3:51])[CH3:50])=[O:47])=[CH:40][CH:39]=1)[CH2:34][C:35]#[CH:36].C(N(CC)CC)C.Cl, predict the reaction product. The product is: [O:27]1[CH:31]=[CH:30][CH:29]=[C:28]1[CH2:32][N:33]([CH2:37][C:38]1[CH:39]=[CH:40][C:41]([S:44][C:45]([CH3:54])([CH3:53])[C:46]([O:48][C:49]([CH3:52])([CH3:51])[CH3:50])=[O:47])=[CH:42][CH:43]=1)[CH2:34][C:35]1[O:9][N:8]=[C:7]([C:6]2[CH:10]=[CH:11][C:3]([O:2][CH3:1])=[CH:4][C:5]=2[CH3:12])[CH:36]=1. (2) Given the reactants [CH:1]1([CH2:4][O:5][C:6]2[CH:14]=[CH:13][C:9]3[O:10][CH2:11][O:12][C:8]=3[C:7]=2[C:15]2[C:16]3[N:23]([CH2:24][O:25][CH2:26][CH2:27][Si:28]([CH3:31])([CH3:30])[CH3:29])[C:22]([CH3:32])=[C:21]([C:33](O)=[O:34])[C:17]=3[N:18]=[CH:19][N:20]=2)[CH2:3][CH2:2]1.[NH2:36][C@H:37]1[C@H:41]([OH:42])[CH2:40][N:39]([C:43]([O:45][C:46]([CH3:49])([CH3:48])[CH3:47])=[O:44])[CH2:38]1, predict the reaction product. The product is: [CH:1]1([CH2:4][O:5][C:6]2[CH:14]=[CH:13][C:9]3[O:10][CH2:11][O:12][C:8]=3[C:7]=2[C:15]2[C:16]3[N:23]([CH2:24][O:25][CH2:26][CH2:27][Si:28]([CH3:30])([CH3:31])[CH3:29])[C:22]([CH3:32])=[C:21]([C:33]([NH:36][C@H:37]4[C@H:41]([OH:42])[CH2:40][N:39]([C:43]([O:45][C:46]([CH3:49])([CH3:48])[CH3:47])=[O:44])[CH2:38]4)=[O:34])[C:17]=3[N:18]=[CH:19][N:20]=2)[CH2:3][CH2:2]1. (3) Given the reactants [F:1][C:2]1[CH:11]=[C:10]2[C:5]([CH:6]=[CH:7][CH:8]=[N:9]2)=[CH:4][C:3]=1[CH2:12][C:13]([OH:15])=[O:14].S(=O)(=O)(O)O.[CH3:21]O, predict the reaction product. The product is: [CH3:21][O:14][C:13](=[O:15])[CH2:12][C:3]1[CH:4]=[C:5]2[C:10](=[CH:11][C:2]=1[F:1])[N:9]=[CH:8][CH:7]=[CH:6]2. (4) Given the reactants Cl.[F:2][C:3]1[CH:11]=[CH:10][C:6]([C:7]([OH:9])=[O:8])=[CH:5][C:4]=1[N:12]([CH2:17][CH2:18][N:19]1[CH2:24][CH2:23][O:22][CH2:21][CH2:20]1)[S:13]([CH3:16])(=[O:15])=[O:14].[Cl:25][C:26]1[CH:27]=[N+:28]([O-:51])[CH:29]=[C:30]([Cl:50])[C:31]=1[CH2:32][C@@H:33]([C:35]1[CH:40]=[CH:39][C:38]([O:41][CH:42]([F:44])[F:43])=[C:37]([O:45][CH2:46][CH:47]2[CH2:49][CH2:48]2)[CH:36]=1)O.C(Cl)CCl, predict the reaction product. The product is: [Cl:25][C:26]1[CH:27]=[N+:28]([O-:51])[CH:29]=[C:30]([Cl:50])[C:31]=1[CH2:32][C@@H:33]([C:35]1[CH:40]=[CH:39][C:38]([O:41][CH:42]([F:44])[F:43])=[C:37]([O:45][CH2:46][CH:47]2[CH2:49][CH2:48]2)[CH:36]=1)[O:8][C:7](=[O:9])[C:6]1[CH:10]=[CH:11][C:3]([F:2])=[C:4]([N:12]([CH2:17][CH2:18][N:19]2[CH2:20][CH2:21][O:22][CH2:23][CH2:24]2)[S:13]([CH3:16])(=[O:15])=[O:14])[CH:5]=1. (5) The product is: [CH3:12][N:13]1[CH:17]=[C:16]([C:5]2[N:10]=[CH:9][C:8]([NH2:11])=[CH:7][CH:6]=2)[C:15]([C:27]([F:30])([F:29])[F:28])=[N:14]1. Given the reactants ClCCl.Br[C:5]1[N:10]=[CH:9][C:8]([NH2:11])=[CH:7][CH:6]=1.[CH3:12][N:13]1[CH:17]=[C:16](B2OC(C)(C)C(C)(C)O2)[C:15]([C:27]([F:30])([F:29])[F:28])=[N:14]1.C([O-])([O-])=O.[K+].[K+], predict the reaction product. (6) Given the reactants [C:1]([NH:4][CH:5](C(OCC)=O)[C:6]([O:8]CC)=[O:7])(=[O:3])[CH3:2].[H-].[Na+].[F:18][C:19]1[CH:24]=[CH:23][C:22]([C:25](Br)(Br)[C:26]2[CH:31]=[CH:30][C:29]([F:32])=[CH:28][CH:27]=2)=[CH:21][CH:20]=1.C1(C)C=CC=CC=1, predict the reaction product. The product is: [C:1]([NH:4][CH:5]([CH:25]([C:26]1[CH:31]=[CH:30][C:29]([F:32])=[CH:28][CH:27]=1)[C:22]1[CH:23]=[CH:24][C:19]([F:18])=[CH:20][CH:21]=1)[C:6]([OH:8])=[O:7])(=[O:3])[CH3:2]. (7) Given the reactants [Cl:1][C:2]1[CH:7]=[CH:6][C:5]([OH:8])=[C:4]([I:9])[CH:3]=1.N1C=CN=C1.[C:15]([Si:19](Cl)([CH3:21])[CH3:20])([CH3:18])([CH3:17])[CH3:16], predict the reaction product. The product is: [C:15]([Si:19]([O:8][C:5]1[CH:6]=[CH:7][C:2]([Cl:1])=[CH:3][C:4]=1[I:9])([CH3:21])[CH3:20])([CH3:18])([CH3:17])[CH3:16].